From a dataset of Forward reaction prediction with 1.9M reactions from USPTO patents (1976-2016). Predict the product of the given reaction. (1) Given the reactants [CH:1]1([C:4](=[N:9][N:10]([CH3:12])[CH3:11])[CH2:5][C:6](=[O:8])[CH3:7])[CH2:3][CH2:2]1.CO[CH:15](OC)[N:16]([CH3:18])[CH3:17], predict the reaction product. The product is: [CH:1]1([C:4](=[N:9][N:10]([CH3:12])[CH3:11])[C:5](=[CH:15][N:16]([CH3:18])[CH3:17])[C:6](=[O:8])[CH3:7])[CH2:3][CH2:2]1. (2) The product is: [F:22][C:19]1[CH:20]=[CH:21][C:14]([SH:10])=[C:15]([CH:18]=1)[C:16]#[N:17]. Given the reactants O.O.O.O.O.O.O.O.O.[S-2:10].[Na+].[Na+].F[C:14]1[CH:21]=[CH:20][C:19]([F:22])=[CH:18][C:15]=1[C:16]#[N:17], predict the reaction product.